Dataset: Forward reaction prediction with 1.9M reactions from USPTO patents (1976-2016). Task: Predict the product of the given reaction. (1) Given the reactants Cl[CH2:2][C:3]([N:5]([CH2:14][C:15]1[CH:20]=[CH:19][C:18]([C:21]#[N:22])=[C:17]([C:23]2[C:32]3[C:27](=[CH:28][CH:29]=[CH:30][CH:31]=3)[CH:26]=[CH:25][CH:24]=2)[CH:16]=1)[CH2:6][CH2:7][CH:8]1[CH2:13][CH2:12][CH2:11][CH2:10][CH2:9]1)=[O:4].[NH:33]1[CH:37]=[CH:36][N:35]=[CH:34]1.C([O-])(O)=O.[Na+], predict the reaction product. The product is: [OH-:4].[NH4+:5].[C:21]([C:18]1[CH:19]=[CH:20][C:15]([CH2:14][N:5]([CH2:6][CH2:7][CH:8]2[CH2:13][CH2:12][CH2:11][CH2:10][CH2:9]2)[C:3](=[O:4])[CH2:2][N:33]2[CH:37]=[CH:36][N:35]=[CH:34]2)=[CH:16][C:17]=1[C:23]1[C:32]2[C:27](=[CH:28][CH:29]=[CH:30][CH:31]=2)[CH:26]=[CH:25][CH:24]=1)#[N:22]. (2) The product is: [F:21][C:20]([F:22])([F:23])[C:16]1[CH:15]=[C:14]([CH2:13][C:12]2[C:7]3[C:6](=[CH:11][CH:10]=[CH:9][CH:8]=3)[NH:5][C:30]=2[C:29]([O:28][CH2:26][CH3:27])=[O:32])[CH:19]=[CH:18][CH:17]=1. Given the reactants FC(F)(F)C([NH:5][C:6]1[CH:11]=[CH:10][CH:9]=[CH:8][C:7]=1[C:12]#[C:13][C:14]1[CH:19]=[CH:18][CH:17]=[C:16]([C:20]([F:23])([F:22])[F:21])[CH:15]=1)=O.[CH2:26]([O:28][C:29](=[O:32])[CH2:30]I)[CH3:27].C([O-])([O-])=O.[K+].[K+].[NH4+].[Cl-], predict the reaction product. (3) The product is: [F:32][C:11]1[CH:10]=[C:9]([O:8][C:6]2[CH:5]=[CH:4][N:3]=[C:2]([NH:1][C:38]([N:35]3[CH2:46][CH2:45][C@H:44]([OH:43])[CH2:49]3)=[O:51])[CH:7]=2)[C:14]([F:15])=[CH:13][C:12]=1[NH:16][C:17]([C:19]1([C:22]([NH:24][C:25]2[CH:26]=[CH:27][C:28]([F:31])=[CH:29][CH:30]=2)=[O:23])[CH2:21][CH2:20]1)=[O:18]. Given the reactants [NH2:1][C:2]1[CH:7]=[C:6]([O:8][C:9]2[C:14]([F:15])=[CH:13][C:12]([NH:16][C:17]([C:19]3([C:22]([NH:24][C:25]4[CH:30]=[CH:29][C:28]([F:31])=[CH:27][CH:26]=4)=[O:23])[CH2:21][CH2:20]3)=[O:18])=[C:11]([F:32])[CH:10]=2)[CH:5]=[CH:4][N:3]=1.C([N:35]([CH2:38]C)CC)C.ClC([O:43][C:44]1[CH:49]=CC=[CH:46][CH:45]=1)=O.C(=O)([O-])[OH:51].[Na+], predict the reaction product. (4) Given the reactants N1C=[CH:5][CH:4]=[C:3]([CH2:7][NH:8][C:9]2[C:10]([C:15]([OH:17])=O)=[N:11][CH:12]=[CH:13][CH:14]=2)[CH:2]=1.[NH2:18][C:19]1[CH:20]=[C:21]2[C:25](=[CH:26][CH:27]=1)[NH:24][N:23]=[CH:22]2.[CH3:28][N:29]1CCOCC1.F[P-](F)(F)(F)(F)F.N1(OC(N(C)C)=[N+](C)C)C2N=CC=CC=2N=N1, predict the reaction product. The product is: [NH:24]1[C:25]2[C:21](=[CH:20][C:19]([NH:18][C:15]([C:10]3[C:9]([NH:8][CH2:7][C:3]4[CH:2]=[CH:28][N:29]=[CH:5][CH:4]=4)=[CH:14][CH:13]=[CH:12][N:11]=3)=[O:17])=[CH:27][CH:26]=2)[CH:22]=[N:23]1. (5) Given the reactants [Br:1][C:2]1[CH:3]=[C:4](/[CH:10]=[CH:11]/[C:12]([OH:14])=O)[C:5]([O:8][CH3:9])=[N:6][CH:7]=1.[CH3:15][NH:16][CH3:17].CCN(C(C)C)C(C)C.CN(C(ON1N=NC2C=CC=CC1=2)=[N+](C)C)C.[B-](F)(F)(F)F, predict the reaction product. The product is: [Br:1][C:2]1[CH:3]=[C:4](/[CH:10]=[CH:11]/[C:12]([N:16]([CH3:17])[CH3:15])=[O:14])[C:5]([O:8][CH3:9])=[N:6][CH:7]=1. (6) The product is: [C:1]1([C:7]2[C:15]3[C:10](=[N:11][CH:12]=[C:13]([C:16]4[CH:21]=[CH:20][CH:19]=[CH:18][C:17]=4[OH:22])[CH:14]=3)[NH:9][CH:8]=2)[CH:2]=[CH:3][CH:4]=[CH:5][CH:6]=1. Given the reactants [C:1]1([C:7]2[C:15]3[C:10](=[N:11][CH:12]=[C:13]([C:16]4[CH:21]=[CH:20][CH:19]=[CH:18][C:17]=4[O:22]C)[CH:14]=3)[NH:9][CH:8]=2)[CH:6]=[CH:5][CH:4]=[CH:3][CH:2]=1.B(Br)(Br)Br.CO, predict the reaction product. (7) Given the reactants C(NC(C)C)(C)C.C([Li])CCC.[C:13]([OH:17])(=[O:16])[CH2:14][CH3:15].Br[CH2:19][CH2:20][CH2:21][C:22]1[CH:27]=[CH:26][CH:25]=[CH:24][CH:23]=1, predict the reaction product. The product is: [CH3:15][CH:14]([CH2:19][CH2:20][CH2:21][C:22]1[CH:27]=[CH:26][CH:25]=[CH:24][CH:23]=1)[C:13]([OH:17])=[O:16]. (8) Given the reactants [NH2:1][C:2]1[S:6][C:5]([C:7]2[CH:12]=[CH:11][C:10]([Cl:13])=[CH:9][CH:8]=2)=[N:4][C:3]=1[C:14]([NH2:16])=[O:15].CC(C1C=C(C(C)C)C(C2C=CC=CC=2P(C2CCCCC2)C2CCCCC2)=C(C(C)C)C=1)C.C(=O)([O-])[O-].[K+].[K+].Br[C:58]1[N:63]=[C:62]([CH:64]([N:67]2[CH2:72][CH2:71][O:70][CH2:69][CH2:68]2)[CH2:65][OH:66])[CH:61]=[CH:60][CH:59]=1, predict the reaction product. The product is: [Cl:13][C:10]1[CH:9]=[CH:8][C:7]([C:5]2[S:6][C:2]([NH:1][C:58]3[CH:59]=[CH:60][CH:61]=[C:62]([CH:64]([N:67]4[CH2:72][CH2:71][O:70][CH2:69][CH2:68]4)[CH2:65][OH:66])[N:63]=3)=[C:3]([C:14]([NH2:16])=[O:15])[N:4]=2)=[CH:12][CH:11]=1.